The task is: Predict the reaction yield, written as a fraction of the theoretical maximum amount of product (1.0 means a 100% yield; for example, 0.34 means a 34% yield).. This data is from Reaction yield outcomes from USPTO patents with 853,638 reactions. (1) The reactants are [CH3:1][C:2]([CH3:22])([CH3:21])[C:3]#[C:4][C:5]1[CH:10]=[C:9]([N+:11]([O-:13])=[O:12])[C:8](F)=[CH:7][C:6]=1[NH:15]C(=O)CCC.[CH3:23][C:24]([O-:27])([CH3:26])[CH3:25].[K+].O. The catalyst is CN(C=O)C. The product is [C:24]([O:27][C:8]1[CH:7]=[C:6]2[C:5]([CH:4]=[C:3]([C:2]([CH3:1])([CH3:21])[CH3:22])[NH:15]2)=[CH:10][C:9]=1[N+:11]([O-:13])=[O:12])([CH3:26])([CH3:25])[CH3:23]. The yield is 0.210. (2) The reactants are [CH2:1]([N:8]([CH2:11][CH:12]1[O:17][C:16]2[CH:18]=[C:19]([S:22]([CH3:25])(=[O:24])=[O:23])[CH:20]=[CH:21][C:15]=2[CH2:14][O:13]1)CC)[C:2]1C=CC=CC=1. The catalyst is [Pd].CCO. The product is [CH3:25][S:22]([C:19]1[CH:20]=[CH:21][C:15]2[CH2:14][O:13][CH:12]([CH2:11][NH:8][CH2:1][CH3:2])[O:17][C:16]=2[CH:18]=1)(=[O:23])=[O:24]. The yield is 0.770. (3) The reactants are [Br:1][C:2]1[CH:10]=[CH:9][C:5]([C:6]([OH:8])=[O:7])=[C:4]([Cl:11])[CH:3]=1.O=S(Cl)Cl.[CH3:16]O. No catalyst specified. The product is [Br:1][C:2]1[CH:10]=[CH:9][C:5]([C:6]([O:8][CH3:16])=[O:7])=[C:4]([Cl:11])[CH:3]=1. The yield is 0.850. (4) The reactants are [CH3:1][O:2][C:3]1[CH:4]=[C:5]([OH:12])[CH:6]=[CH:7][C:8]=1[N+:9]([O-])=O.C(=O)([O-])[O-].[K+].[K+].Cl[C:20]1[C:21]2[N:28]([CH3:29])[CH:27]=[CH:26][C:22]=2[N:23]=[CH:24][N:25]=1. The catalyst is CO.O.[C].[Pd]. The product is [CH3:1][O:2][C:3]1[CH:4]=[C:5]([O:12][C:20]2[C:21]3[N:28]([CH3:29])[CH:27]=[CH:26][C:22]=3[N:23]=[CH:24][N:25]=2)[CH:6]=[CH:7][C:8]=1[NH2:9]. The yield is 0.0610. (5) The reactants are CCN(C(C)C)C(C)C.[OH:10][C:11]1[CH:12]=[CH:13][CH:14]=[C:15]2[C:20]=1[O:19][C:18](=[O:21])[C:17]([C:22]([OH:24])=O)=[CH:16]2.CN(C(ON1N=NC2C=CC=NC1=2)=[N+](C)C)C.F[P-](F)(F)(F)(F)F.[CH3:49][N:50]([CH3:64])[C:51]1[N:56]=[CH:55][C:54]([C:57]2[CH:58]=[C:59]([NH2:63])[CH:60]=[CH:61][CH:62]=2)=[CH:53][CH:52]=1. The product is [CH3:49][N:50]([CH3:64])[C:51]1[N:56]=[CH:55][C:54]([C:57]2[CH:58]=[C:59]([NH:63][C:22]([C:17]3[C:18](=[O:21])[O:19][C:20]4[C:15]([CH:16]=3)=[CH:14][CH:13]=[CH:12][C:11]=4[OH:10])=[O:24])[CH:60]=[CH:61][CH:62]=2)=[CH:53][CH:52]=1. The yield is 0.420. The catalyst is CN(C=O)C. (6) The reactants are [F:1][C:2]1([F:19])[CH2:7][N:6]([C:8]([O:10][C:11]([CH3:14])([CH3:13])[CH3:12])=[O:9])[CH2:5][CH:4]([C:15](OC)=[O:16])[CH2:3]1.[BH4-].[Na+]. The catalyst is CO. The product is [F:19][C:2]1([F:1])[CH2:3][CH:4]([CH2:15][OH:16])[CH2:5][N:6]([C:8]([O:10][C:11]([CH3:13])([CH3:12])[CH3:14])=[O:9])[CH2:7]1. The yield is 0.790. (7) The reactants are [BH4-].[Li+].C[O:4][C:5]([C@H:7]1[CH2:11][C@@H:10]([O:12][CH2:13][C:14]2[CH:19]=[CH:18][CH:17]=[CH:16][CH:15]=2)[CH2:9][N:8]1[C:20]([O:22][C:23]([CH3:26])([CH3:25])[CH3:24])=[O:21])=O. The catalyst is O1CCCC1. The product is [C:23]([O:22][C:20]([N:8]1[CH2:9][C@H:10]([O:12][CH2:13][C:14]2[CH:15]=[CH:16][CH:17]=[CH:18][CH:19]=2)[CH2:11][C@@H:7]1[CH2:5][OH:4])=[O:21])([CH3:26])([CH3:25])[CH3:24]. The yield is 0.800. (8) The catalyst is C1COCC1.O. The reactants are [Li+].[OH-].[OH:3][CH2:4][CH2:5][CH2:6][CH2:7][CH2:8][CH2:9][CH2:10][CH2:11][CH2:12][CH2:13][CH2:14][CH2:15][CH2:16][CH2:17][CH2:18][CH2:19][CH2:20][CH2:21][CH2:22][C:23]([O:25]C)=[O:24].C(O)(=O)C(O)=O. The yield is 0.920. The product is [OH:3][CH2:4][CH2:5][CH2:6][CH2:7][CH2:8][CH2:9][CH2:10][CH2:11][CH2:12][CH2:13][CH2:14][CH2:15][CH2:16][CH2:17][CH2:18][CH2:19][CH2:20][CH2:21][CH2:22][C:23]([OH:25])=[O:24]. (9) The reactants are [F:1][C:2]([F:27])([F:26])[C:3]1[CH:4]=[C:5]([NH:9][C:10]([C:12]2[CH:13]=[C:14]3[C:19](=[CH:20][CH:21]=2)[C:18](I)=[N:17][N:16]=[C:15]3[N:23]([CH3:25])[CH3:24])=[O:11])[CH:6]=[CH:7][CH:8]=1.[C:28]([Cu])#[N:29]. The catalyst is N1C=CC=CC=1. The product is [F:1][C:2]([F:27])([F:26])[C:3]1[CH:4]=[C:5]([NH:9][C:10]([C:12]2[CH:13]=[C:14]3[C:19](=[CH:20][CH:21]=2)[C:18]([C:28]#[N:29])=[N:17][N:16]=[C:15]3[N:23]([CH3:25])[CH3:24])=[O:11])[CH:6]=[CH:7][CH:8]=1. The yield is 0.567. (10) The reactants are CC1C=CC(S([O:11][CH2:12][CH2:13][O:14][CH:15]2[CH2:20][CH2:19][N:18](C(OCC3C=CC=CC=3)=O)[CH2:17][CH2:16]2)(=O)=O)=CC=1.[O:31]1[CH2:36][CH2:35][O:34][CH2:33][CH:32]1[CH2:37]O. No catalyst specified. The product is [O:31]1[CH2:36][CH2:35][O:34][CH2:33][CH:32]1[CH2:37][O:11][CH2:12][CH2:13][O:14][CH:15]1[CH2:16][CH2:17][NH:18][CH2:19][CH2:20]1. The yield is 0.610.